From a dataset of Full USPTO retrosynthesis dataset with 1.9M reactions from patents (1976-2016). Predict the reactants needed to synthesize the given product. (1) Given the product [C:1]([NH:22][C@H:23]([C:30]([OH:32])=[O:31])[C@@H:24]([CH3:58])[O:25][P:26]([OH:29])([OH:28])=[O:27])(=[O:21])[CH2:2][CH2:3]/[CH:4]=[CH:5]\[CH2:6][CH:7]=[CH:8][CH2:9][CH:10]=[CH:11][CH2:12][CH:13]=[CH:14][CH2:15][CH:16]=[CH:17][CH2:18][CH:19]=[CH:20][CH2:33][CH3:34], predict the reactants needed to synthesize it. The reactants are: [C:1]([NH:22][C@H:23]([C:30]([OH:32])=[O:31])[CH2:24][O:25][P:26]([OH:29])([OH:28])=[O:27])(=[O:21])[CH2:2][CH2:3][CH2:4]/[CH:5]=[CH:6]\[CH2:7][CH:8]=[CH:9][CH2:10][CH:11]=[CH:12][CH2:13][CH:14]=[CH:15][CH2:16][CH2:17][CH2:18][CH2:19][CH3:20].[C:33](O)(=O)[CH2:34]C/C=C\CC=CCC=CCC=CCC=CCC=CCC.Cl.[CH3:58]OC(=O)[C@H]([C@@H](C)O)N. (2) Given the product [N:15]1[CH:16]2[CH:21]([CH2:20][CH2:19][CH2:18][CH2:17]2)[N:22]=[CH:23][C:14]=1[O:13][CH:11]1[CH2:10][CH2:9][N:8]([C:6]2[C:84]3[C:37](=[CH:38][C:39]([O:41][CH3:42])=[C:87]([O:86][CH3:85])[CH:83]=3)[N:36]=[CH:34][N:57]=2)[CH2:12]1, predict the reactants needed to synthesize it. The reactants are: C(O[C:6]([N:8]1[CH2:12][CH:11]([O:13][C:14]2[CH:23]=[N:22][C:21]3[C:16](=[CH:17][CH:18]=[CH:19][CH:20]=3)[N:15]=2)[CH2:10][CH:9]1C(=O)N(C)C)=O)(C)(C)C.C(O[C:34]([N:36]1C[CH:39]([O:41][C:42]2C=NC3C(=CC=CC=3)N=2)[CH2:38][CH:37]1C(O)=O)=O)(C)(C)C.C([N:57](CC)CC)C.CNC.CCCP1(OP(CCC)(=O)OP(CCC)(=O)O1)=O.[CH2:83]1[CH2:87][O:86][CH2:85][CH2:84]1. (3) The reactants are: [F:1][C:2]1[CH:7]=[CH:6][C:5]([F:8])=[CH:4][C:3]=1[CH:9]([S:20]([C:23]1[CH:28]=[CH:27][C:26]([CH3:29])=[CH:25][CH:24]=1)(=[O:22])=[O:21])[C:10]1[C:11]([CH3:19])=[CH:12][C:13]([C:16]([OH:18])=O)=[N:14][CH:15]=1.[NH2:30][CH2:31][CH2:32][OH:33].Cl.C(N=C=NCCCN(C)C)C.ON1C2C=CC=CC=2N=N1.C(N(CC)CC)C. Given the product [F:1][C:2]1[CH:7]=[CH:6][C:5]([F:8])=[CH:4][C:3]=1[CH:9]([S:20]([C:23]1[CH:24]=[CH:25][C:26]([CH3:29])=[CH:27][CH:28]=1)(=[O:21])=[O:22])[C:10]1[C:11]([CH3:19])=[CH:12][C:13]([C:16]([NH:30][CH2:31][CH2:32][OH:33])=[O:18])=[N:14][CH:15]=1, predict the reactants needed to synthesize it.